This data is from NCI-60 drug combinations with 297,098 pairs across 59 cell lines. The task is: Regression. Given two drug SMILES strings and cell line genomic features, predict the synergy score measuring deviation from expected non-interaction effect. (1) Drug 1: CN(CC1=CN=C2C(=N1)C(=NC(=N2)N)N)C3=CC=C(C=C3)C(=O)NC(CCC(=O)O)C(=O)O. Drug 2: C(CC(=O)O)C(=O)CN.Cl. Cell line: UACC62. Synergy scores: CSS=53.6, Synergy_ZIP=2.09, Synergy_Bliss=2.50, Synergy_Loewe=-71.2, Synergy_HSA=0.222. (2) Drug 1: CC1=CC=C(C=C1)C2=CC(=NN2C3=CC=C(C=C3)S(=O)(=O)N)C(F)(F)F. Drug 2: CCC(=C(C1=CC=CC=C1)C2=CC=C(C=C2)OCCN(C)C)C3=CC=CC=C3.C(C(=O)O)C(CC(=O)O)(C(=O)O)O. Cell line: M14. Synergy scores: CSS=-0.0455, Synergy_ZIP=3.78, Synergy_Bliss=3.11, Synergy_Loewe=0.685, Synergy_HSA=-2.74. (3) Drug 1: CC1=C(C=C(C=C1)NC(=O)C2=CC=C(C=C2)CN3CCN(CC3)C)NC4=NC=CC(=N4)C5=CN=CC=C5. Drug 2: CS(=O)(=O)CCNCC1=CC=C(O1)C2=CC3=C(C=C2)N=CN=C3NC4=CC(=C(C=C4)OCC5=CC(=CC=C5)F)Cl. Cell line: HOP-92. Synergy scores: CSS=-0.332, Synergy_ZIP=-1.47, Synergy_Bliss=-2.27, Synergy_Loewe=-9.81, Synergy_HSA=-6.56. (4) Drug 1: C1=CC=C(C=C1)NC(=O)CCCCCCC(=O)NO. Drug 2: C1=NC2=C(N1)C(=S)N=CN2. Cell line: CCRF-CEM. Synergy scores: CSS=70.9, Synergy_ZIP=9.23, Synergy_Bliss=10.2, Synergy_Loewe=9.36, Synergy_HSA=10.7. (5) Drug 1: C1CCC(C1)C(CC#N)N2C=C(C=N2)C3=C4C=CNC4=NC=N3. Drug 2: CC1=CC=C(C=C1)C2=CC(=NN2C3=CC=C(C=C3)S(=O)(=O)N)C(F)(F)F. Cell line: DU-145. Synergy scores: CSS=7.23, Synergy_ZIP=-3.99, Synergy_Bliss=1.54, Synergy_Loewe=-0.0567, Synergy_HSA=2.38. (6) Drug 1: CN1CCC(CC1)COC2=C(C=C3C(=C2)N=CN=C3NC4=C(C=C(C=C4)Br)F)OC. Drug 2: CNC(=O)C1=CC=CC=C1SC2=CC3=C(C=C2)C(=NN3)C=CC4=CC=CC=N4. Cell line: RXF 393. Synergy scores: CSS=10.8, Synergy_ZIP=-1.13, Synergy_Bliss=2.74, Synergy_Loewe=1.37, Synergy_HSA=2.80. (7) Drug 1: C1CNP(=O)(OC1)N(CCCl)CCCl. Drug 2: C1C(C(OC1N2C=NC(=NC2=O)N)CO)O. Cell line: BT-549. Synergy scores: CSS=15.3, Synergy_ZIP=-1.97, Synergy_Bliss=-1.09, Synergy_Loewe=3.25, Synergy_HSA=3.01.